From a dataset of Reaction yield outcomes from USPTO patents with 853,638 reactions. Predict the reaction yield, written as a fraction of the theoretical maximum amount of product (1.0 means a 100% yield; for example, 0.34 means a 34% yield). (1) The reactants are [Br:1][C:2]1[C:10]([F:11])=[CH:9][C:5]([C:6]([OH:8])=O)=[C:4]([Cl:12])[CH:3]=1.[CH2:13]([N:15](CC)[CH2:16][CH3:17])[CH3:14].N1CCCC1.C(P1(=O)OP(=O)(CCC)OP(=O)(CCC)O1)CC. The catalyst is CCOC(C)=O. The product is [Br:1][C:2]1[C:10]([F:11])=[CH:9][C:5]([C:6]([N:15]2[CH2:16][CH2:17][CH2:14][CH2:13]2)=[O:8])=[C:4]([Cl:12])[CH:3]=1. The yield is 0.680. (2) The reactants are [F:1][C:2]1[CH:7]=[CH:6][C:5]([C:8]2[C:12]([CH2:13][N:14]3C(=O)C4C(=CC=CC=4)C3=O)=[C:11]([CH3:25])[O:10][N:9]=2)=[CH:4][CH:3]=1.FC1C=C(C2C(CN3C(=O)C4C(=CC=CC=4)C3=O)=C(C)ON=2)C=CC=1. No catalyst specified. The product is [F:1][C:2]1[CH:3]=[CH:4][C:5]([C:8]2[C:12]([CH2:13][NH2:14])=[C:11]([CH3:25])[O:10][N:9]=2)=[CH:6][CH:7]=1. The yield is 0.540. (3) The reactants are Cl[C:2]1[C:3](=[O:19])[N:4]([CH2:14][CH2:15][CH2:16][O:17][CH3:18])[C:5](=[O:13])[C:6]=1[C:7]1[CH:12]=[CH:11][CH:10]=[CH:9][CH:8]=1.[CH3:20][O:21][C:22]1[CH:28]=[CH:27][C:25]([NH2:26])=[CH:24][CH:23]=1. The catalyst is CN(C=O)C. The product is [CH3:20][O:21][C:22]1[CH:28]=[CH:27][C:25]([NH:26][C:2]2[C:3](=[O:19])[N:4]([CH2:14][CH2:15][CH2:16][O:17][CH3:18])[C:5](=[O:13])[C:6]=2[C:7]2[CH:12]=[CH:11][CH:10]=[CH:9][CH:8]=2)=[CH:24][CH:23]=1. The yield is 0.150. (4) The reactants are [F:1][C:2]([F:22])([F:21])[C:3]1[CH:4]=[C:5]([CH:18]=[CH:19][CH:20]=1)[C:6]([C:8]1[CH:13]=[CH:12][CH:11]=[C:10]([C:14]([F:17])([F:16])[F:15])[CH:9]=1)=[O:7].[BH4-].[Na+]. The catalyst is CO.O. The product is [F:1][C:2]([F:21])([F:22])[C:3]1[CH:4]=[C:5]([CH:6]([C:8]2[CH:13]=[CH:12][CH:11]=[C:10]([C:14]([F:17])([F:15])[F:16])[CH:9]=2)[OH:7])[CH:18]=[CH:19][CH:20]=1. The yield is 0.940. (5) The reactants are Br[C:2]1[C:10]2[CH2:9][CH2:8][N:7]([C:11]3[CH:16]=[CH:15][C:14]([N:17]4[CH2:22][CH2:21][CH2:20][CH2:19][C:18]4=[O:23])=[CH:13][CH:12]=3)[C:6](=[O:24])[C:5]=2[N:4]([C:25]2[CH:30]=[CH:29][C:28]([O:31][CH3:32])=[CH:27][CH:26]=2)[N:3]=1.CNC.CC(C)([O-])C.[Na+].C1(P(C2CCCCC2)C2C=CC=CC=2C2C=CC=CC=2N(C)C)CCCCC1. The yield is 0.180. The catalyst is C1(C)C=CC=CC=1.O1CCOCC1. The product is [CH3:32][O:31][C:28]1[CH:27]=[CH:26][C:25]([N:4]2[C:5]3[C:6](=[O:24])[N:7]([C:11]4[CH:16]=[CH:15][C:14]([N:17]5[CH2:22][CH2:21][CH2:20][CH2:19][C:18]5=[O:23])=[CH:13][CH:12]=4)[CH2:8][CH2:9][C:10]=3[CH:2]=[N:3]2)=[CH:30][CH:29]=1. (6) The reactants are [Cl:1][C:2]1[CH:7]=[C:6]([N:8]2[CH2:13][CH2:12][O:11][CH2:10][CH2:9]2)[N:5]=[C:4]([CH2:14]O)[N:3]=1.C(Br)(Br)(Br)[Br:17].C1(P(C2C=CC=CC=2)C2C=CC=CC=2)C=CC=CC=1. The catalyst is C(Cl)Cl. The product is [Br:17][CH2:14][C:4]1[N:5]=[C:6]([N:8]2[CH2:13][CH2:12][O:11][CH2:10][CH2:9]2)[CH:7]=[C:2]([Cl:1])[N:3]=1. The yield is 0.810. (7) The reactants are CCN(C(C)C)C(C)C.[Cl:10][C:11]1[CH:16]=[CH:15][C:14]([C@H:17]([NH:19][C:20]([C:22]2([C:28]#[N:29])[CH2:27][CH2:26][NH:25][CH2:24][CH2:23]2)=[O:21])[CH3:18])=[CH:13][CH:12]=1.[CH:30]1[C:34]2[C:35](Cl)=[N:36][CH:37]=[N:38][C:33]=2[NH:32][CH:31]=1. The catalyst is CC(N(C)C)=O. The product is [Cl:10][C:11]1[CH:12]=[CH:13][C:14]([C@H:17]([NH:19][C:20]([C:22]2([C:28]#[N:29])[CH2:23][CH2:24][N:25]([C:35]3[C:34]4[CH:30]=[CH:31][NH:32][C:33]=4[N:38]=[CH:37][N:36]=3)[CH2:26][CH2:27]2)=[O:21])[CH3:18])=[CH:15][CH:16]=1. The yield is 0.462. (8) The reactants are [Cl:1][C:2]1[CH:10]=[C:9]2[C:5]([CH2:6][N:7]([C:12]3[C:13]([CH3:36])=[C:14]([C:18]4[C:30]5[C:29]6[C:24](=[CH:25][C:26]([O:31]C)=[CH:27][CH:28]=6)[NH:23][C:22]=5[C:21]([C:33]([NH2:35])=[O:34])=[N:20][CH:19]=4)[CH:15]=[CH:16][CH:17]=3)[C:8]2=[O:11])=[CH:4][CH:3]=1.BrB(Br)Br.C([O-])(O)=O.[Na+]. The catalyst is ClCCl. The product is [Cl:1][C:2]1[CH:10]=[C:9]2[C:5]([CH2:6][N:7]([C:12]3[C:13]([CH3:36])=[C:14]([C:18]4[C:30]5[C:29]6[C:24](=[CH:25][C:26]([OH:31])=[CH:27][CH:28]=6)[NH:23][C:22]=5[C:21]([C:33]([NH2:35])=[O:34])=[N:20][CH:19]=4)[CH:15]=[CH:16][CH:17]=3)[C:8]2=[O:11])=[CH:4][CH:3]=1. The yield is 0.685. (9) The reactants are Br.[Br:2][CH2:3][CH2:4][CH2:5][NH2:6].[C:7](O[C:7]([O:9][C:10]([CH3:13])([CH3:12])[CH3:11])=[O:8])([O:9][C:10]([CH3:13])([CH3:12])[CH3:11])=[O:8].[OH-].[Na+]. The catalyst is O.ClCCl. The product is [C:10]([O:9][C:7]([NH:6][CH2:5][CH2:4][CH2:3][Br:2])=[O:8])([CH3:13])([CH3:12])[CH3:11]. The yield is 0.830.